Dataset: Human liver microsome stability data. Task: Regression/Classification. Given a drug SMILES string, predict its absorption, distribution, metabolism, or excretion properties. Task type varies by dataset: regression for continuous measurements (e.g., permeability, clearance, half-life) or binary classification for categorical outcomes (e.g., BBB penetration, CYP inhibition). Dataset: hlm. (1) The molecule is CCOc1ccccc1C(=O)NCC1(N2CCN(C)CC2)CCCCC1. The result is 1 (stable in human liver microsomes). (2) The result is 0 (unstable in human liver microsomes). The drug is CNC(=O)c1c(-c2ccc(F)cc2)oc2nc(NCC(F)(F)F)c(-c3cccc(C(=O)NC4(c5ccccc5)CC4)c3)cc12. (3) The compound is CC(N)C1(c2ccc(-c3ccccc3)cc2)CCCCC1. The result is 0 (unstable in human liver microsomes). (4) The molecule is O=C(Nc1cccc2ccccc12)N1Cc2ccccc2N(CCN2CCOCC2)C1=O. The result is 1 (stable in human liver microsomes). (5) The drug is CC[C@H]1OC(=O)[C@H](C)[C@@H](O[C@H]2C[C@@](C)(OC)[C@@H](O)[C@H](C)O2)[C@H](C)[C@@H](O[C@@H]2O[C@H](C)C[C@H](N(C)C)[C@H]2O)[C@](C)(O)C[C@@H](C)CN(CCN(CCC#N)C(=S)NCCc2ccccc2)[C@H](C)[C@@H](O)[C@]1(C)O. The result is 0 (unstable in human liver microsomes). (6) The molecule is COc1ccc2c(c1)CC(C(=O)Nc1ccc(-c3cn[nH]c3)cc1)CO2. The result is 1 (stable in human liver microsomes). (7) The drug is CC(=O)c1cc(C(=O)N2CC[C@@H](O)C2)c(Nc2ccc(I)cc2F)n1C. The result is 1 (stable in human liver microsomes).